From a dataset of Forward reaction prediction with 1.9M reactions from USPTO patents (1976-2016). Predict the product of the given reaction. Given the reactants [O:1]=[C:2]1[C:11]2[NH:12][CH:13]=[C:14]([C:15]([OH:17])=O)[C:10]=2[C:9]2[CH:8]=[CH:7][CH:6]=[CH:5][C:4]=2[NH:3]1.[CH:18]1([CH2:24][NH2:25])[CH2:23][CH2:22][CH2:21][CH2:20][CH2:19]1, predict the reaction product. The product is: [CH:18]1([CH2:24][NH:25][C:15]([C:14]2[C:10]3[C:9]4[CH:8]=[CH:7][CH:6]=[CH:5][C:4]=4[NH:3][C:2](=[O:1])[C:11]=3[NH:12][CH:13]=2)=[O:17])[CH2:23][CH2:22][CH2:21][CH2:20][CH2:19]1.